This data is from Forward reaction prediction with 1.9M reactions from USPTO patents (1976-2016). The task is: Predict the product of the given reaction. (1) Given the reactants [C:1]([CH:3]1[CH2:8][CH2:7][N:6]([C:9]([N:11]2[CH2:16][CH:15]([C:17]3[CH:22]=[CH:21][C:20]([C:23]([F:26])([F:25])[F:24])=[CH:19][CH:18]=3)[CH2:14][CH:13]([C:27](O)=[O:28])[CH2:12]2)=[O:10])[CH2:5][CH2:4]1)#[N:2].O[N:31]=[C:32]([NH2:40])[CH2:33][C:34]1[CH:39]=[CH:38][CH:37]=[CH:36][CH:35]=1, predict the reaction product. The product is: [CH2:33]([C:32]1[N:40]=[C:27]([CH:13]2[CH2:14][CH:15]([C:17]3[CH:22]=[CH:21][C:20]([C:23]([F:26])([F:24])[F:25])=[CH:19][CH:18]=3)[CH2:16][N:11]([C:9]([N:6]3[CH2:7][CH2:8][CH:3]([C:1]#[N:2])[CH2:4][CH2:5]3)=[O:10])[CH2:12]2)[O:28][N:31]=1)[C:34]1[CH:39]=[CH:38][CH:37]=[CH:36][CH:35]=1. (2) Given the reactants [CH3:1][C:2]([C:4]1[CH:5]=[CH:6][CH:7]=[C:8]([OH:10])[CH:9]=1)=[O:3].[C:11](=[O:14])([O-])[O-].[K+].[K+].[CH3:17]N(C)C=O, predict the reaction product. The product is: [C:2]([C:4]1[CH:9]=[C:8]([CH:7]=[CH:6][CH:5]=1)[O:10][CH:11]([OH:14])[CH3:17])(=[O:3])[CH3:1].